Dataset: Forward reaction prediction with 1.9M reactions from USPTO patents (1976-2016). Task: Predict the product of the given reaction. (1) Given the reactants [Cl:1][C:2]1[N:7]=[C:6]([N:8]([C:10]2[C:18]3[O:17][CH2:16][O:15][C:14]=3[CH:13]=[CH:12][C:11]=2[Cl:19])[CH3:9])[CH:5]=[CH:4][N:3]=1.ClC1N=C(NC2C3O[CH2:34][O:33][C:32]=3C=CC=2Cl)C=CN=1.COCCBr, predict the reaction product. The product is: [Cl:1][C:2]1[N:7]=[C:6]([N:8]([C:10]2[C:18]3[O:17][CH2:16][O:15][C:14]=3[CH:13]=[CH:12][C:11]=2[Cl:19])[CH2:9][CH2:32][O:33][CH3:34])[CH:5]=[CH:4][N:3]=1. (2) Given the reactants [NH2:1][CH2:2][CH2:3][N:4]([CH2:8][C:9]1[CH:10]=[C:11]([CH:45]=[CH:46][CH:47]=1)[C:12]([NH:14][C:15]1[S:16][C:17]2[CH2:44][CH2:43][CH2:42][CH2:41][C:18]=2[C:19]=1[C:20]([NH:22][C:23]1[CH:28]=[CH:27][C:26]([CH2:29][CH2:30][C:31]2[CH:40]=[CH:39][C:34]([C:35]([O:37][CH3:38])=[O:36])=[CH:33][CH:32]=2)=[CH:25][CH:24]=1)=[O:21])=[O:13])[CH:5]1[CH2:7][CH2:6]1.Br[CH2:49][C:50]([O:52][CH2:53][CH3:54])=[O:51].C(=O)([O-])[O-].[K+].[K+].CN(C=O)C, predict the reaction product. The product is: [CH:5]1([N:4]([CH2:8][C:9]2[CH:10]=[C:11]([CH:45]=[CH:46][CH:47]=2)[C:12]([NH:14][C:15]2[S:16][C:17]3[CH2:44][CH2:43][CH2:42][CH2:41][C:18]=3[C:19]=2[C:20]([NH:22][C:23]2[CH:28]=[CH:27][C:26]([CH2:29][CH2:30][C:31]3[CH:32]=[CH:33][C:34]([C:35]([O:37][CH3:38])=[O:36])=[CH:39][CH:40]=3)=[CH:25][CH:24]=2)=[O:21])=[O:13])[CH2:3][CH2:2][NH:1][CH2:49][C:50]([O:52][CH2:53][CH3:54])=[O:51])[CH2:7][CH2:6]1. (3) Given the reactants [OH:1][CH2:2][C@H:3]1[O:7][C:6](=[O:8])[CH2:5][CH2:4]1.[O:9]1[CH:14]=[CH:13][CH2:12][CH2:11][CH2:10]1.C1(C)C=CC(S([O-])(=O)=O)=CC=1.[NH+]1C=CC=CC=1, predict the reaction product. The product is: [O:9]1[CH2:14][CH2:13][CH2:12][CH2:11][CH:10]1[O:1][CH2:2][C@H:3]1[O:7][C:6](=[O:8])[CH2:5][CH2:4]1. (4) Given the reactants [CH3:1][O:2][C:3](=[O:26])[CH:4]=[C:5]([C:7]1[N:8]([S:17]([C:20]2[CH:25]=[CH:24][CH:23]=[CH:22][CH:21]=2)(=[O:19])=[O:18])[C:9]2[C:14]([CH:15]=1)=[C:13](Br)[CH:12]=[CH:11][CH:10]=2)[CH3:6].[CH2:27]([O:31][C:32]1[C:37]([CH:38]([CH3:40])[CH3:39])=[CH:36][C:35]([CH:41]([CH3:43])[CH3:42])=[CH:34][C:33]=1B(O)O)[CH2:28][CH2:29][CH3:30].C([O-])([O-])=O.[Na+].[Na+].CCCCCC, predict the reaction product. The product is: [CH3:1][O:2][C:3](=[O:26])[CH:4]=[C:5]([C:7]1[N:8]([S:17]([C:20]2[CH:25]=[CH:24][CH:23]=[CH:22][CH:21]=2)(=[O:19])=[O:18])[C:9]2[C:14]([CH:15]=1)=[C:13]([C:33]1[CH:34]=[C:35]([CH:41]([CH3:43])[CH3:42])[CH:36]=[C:37]([CH:38]([CH3:39])[CH3:40])[C:32]=1[O:31][CH2:27][CH2:28][CH2:29][CH3:30])[CH:12]=[CH:11][CH:10]=2)[CH3:6]. (5) Given the reactants [CH3:1][C:2]1[C:11]2[C:6](=[CH:7][C:8]([C:12]#[N:13])=[CH:9][CH:10]=2)[O:5][C:4](=[O:14])[CH:3]=1.[Li+].C[Si]([N-][Si](C)(C)C)(C)C.[Cl:25][C:26]1[CH:34]=[CH:33][C:29]([C:30](Cl)=[O:31])=[CH:28][CH:27]=1, predict the reaction product. The product is: [Cl:25][C:26]1[CH:34]=[CH:33][C:29]([C:30]([C:3]2[C:4](=[O:14])[O:5][C:6]3[C:11]([C:2]=2[CH3:1])=[CH:10][CH:9]=[C:8]([C:12]#[N:13])[CH:7]=3)=[O:31])=[CH:28][CH:27]=1.